This data is from Forward reaction prediction with 1.9M reactions from USPTO patents (1976-2016). The task is: Predict the product of the given reaction. (1) Given the reactants [Cl:1][C:2]1[C:3]([O:27][CH3:28])=[C:4](/[C:17](/[CH2:25][CH3:26])=[C:18](/[F:24])\[C:19](OCC)=[O:20])[CH:5]=[C:6]2[C:11]=1[O:10][C:9]([CH3:13])([CH3:12])[CH:8]=[C:7]2[CH:14]([CH3:16])[CH3:15].[H-].C([Al+]CC(C)C)C(C)C, predict the reaction product. The product is: [Cl:1][C:2]1[C:3]([O:27][CH3:28])=[C:4](/[C:17](/[CH2:25][CH3:26])=[C:18](/[F:24])\[CH2:19][OH:20])[CH:5]=[C:6]2[C:11]=1[O:10][C:9]([CH3:13])([CH3:12])[CH:8]=[C:7]2[CH:14]([CH3:15])[CH3:16]. (2) Given the reactants C([O:3][C:4](=O)[CH2:5][CH2:6][C:7]1[C:8]2[C:19]([CH3:20])=[C:18]3[C:13]([CH:14]=[CH:15][CH:16]=[CH:17]3)=[C:12]([O:21][Si:22]([C:25]([CH3:28])([CH3:27])[CH3:26])([CH3:24])[CH3:23])[C:9]=2[O:10][CH:11]=1)C.[H-].C([Al+]CC(C)C)C(C)C, predict the reaction product. The product is: [C:25]([Si:22]([CH3:23])([CH3:24])[O:21][C:12]1[C:9]2[O:10][CH:11]=[C:7]([CH2:6][CH2:5][CH:4]=[O:3])[C:8]=2[C:19]([CH3:20])=[C:18]2[C:13]=1[CH:14]=[CH:15][CH:16]=[CH:17]2)([CH3:28])([CH3:27])[CH3:26]. (3) Given the reactants [OH:1][CH:2]1[CH2:7][CH2:6][N:5]([C:8]([O:10][C:11]([CH3:14])([CH3:13])[CH3:12])=[O:9])[CH2:4][CH2:3]1.C(N(CC)CC)C.[S:22](Cl)([CH3:25])(=[O:24])=[O:23], predict the reaction product. The product is: [CH3:25][S:22]([O:1][CH:2]1[CH2:3][CH2:4][N:5]([C:8]([O:10][C:11]([CH3:14])([CH3:13])[CH3:12])=[O:9])[CH2:6][CH2:7]1)(=[O:24])=[O:23]. (4) Given the reactants [NH2:1][C:2]1[CH:6]=[CH:5][NH:4][C:3]=1[C:7]([O:9][CH2:10][CH3:11])=[O:8].[NH:12]1[C:16]2[CH:17]=[CH:18][CH:19]=[CH:20][C:15]=2[N:14]=[C:13]1[S:21][C:22]1[S:23][C:24]([CH:27]=O)=[CH:25][N:26]=1.[C:29]1(=O)[CH2:34][CH2:33][CH2:32][C:31](=[O:35])[CH2:30]1, predict the reaction product. The product is: [CH2:10]([O:9][C:7]([C:3]1[NH:4][CH:5]=[C:6]2[CH:27]([C:24]3[S:23][C:22]([S:21][C:13]4[NH:12][C:16]5[CH:17]=[CH:18][CH:19]=[CH:20][C:15]=5[N:14]=4)=[N:26][CH:25]=3)[C:30]3[C:31](=[O:35])[CH2:32][CH2:33][CH2:34][C:29]=3[NH:1][C:2]=12)=[O:8])[CH3:11]. (5) Given the reactants [Cl:1][C:2]1[CH:7]=[C:6]([C:8]2(O)[CH2:11][O:10][CH2:9]2)[CH:5]=[CH:4][N:3]=1.CCN(S(F)(F)[F:19])CC, predict the reaction product. The product is: [Cl:1][C:2]1[CH:7]=[C:6]([C:8]2([F:19])[CH2:11][O:10][CH2:9]2)[CH:5]=[CH:4][N:3]=1. (6) Given the reactants B.[C:2]1([C@H:8]2[CH2:12][CH2:11][NH:10][C@@H:9]2[C:13](O)=[O:14])[CH:7]=[CH:6][CH:5]=[CH:4][CH:3]=1, predict the reaction product. The product is: [C:2]1([C@H:8]2[CH2:12][CH2:11][NH:10][C@@H:9]2[CH2:13][OH:14])[CH:3]=[CH:4][CH:5]=[CH:6][CH:7]=1. (7) Given the reactants [Na+].[Cl:2][C:3]1[CH:4]=[C:5]([NH:17][C:18]2[C:27]3[C:22](=[CH:23][CH:24]=[CH:25][C:26]=3[O:28][CH2:29][C:30]([O-])=[O:31])[N:21]=[CH:20][N:19]=2)[CH:6]=[CH:7][C:8]=1[O:9][CH2:10][C:11]1[CH:16]=[CH:15][CH:14]=[CH:13][N:12]=1.C(N(C(C)C)CC)(C)C.[NH:42]1[CH2:47][CH2:46][O:45][CH2:44][CH2:43]1.CN(C(ON1N=NC2C=CC=NC1=2)=[N+](C)C)C.F[P-](F)(F)(F)(F)F, predict the reaction product. The product is: [Cl:2][C:3]1[CH:4]=[C:5]([NH:17][C:18]2[C:27]3[C:22](=[CH:23][CH:24]=[CH:25][C:26]=3[O:28][CH2:29][C:30]([N:42]3[CH2:47][CH2:46][O:45][CH2:44][CH2:43]3)=[O:31])[N:21]=[CH:20][N:19]=2)[CH:6]=[CH:7][C:8]=1[O:9][CH2:10][C:11]1[CH:16]=[CH:15][CH:14]=[CH:13][N:12]=1.